Task: Regression. Given two drug SMILES strings and cell line genomic features, predict the synergy score measuring deviation from expected non-interaction effect.. Dataset: NCI-60 drug combinations with 297,098 pairs across 59 cell lines (1) Drug 1: C1=CC(=CC=C1C#N)C(C2=CC=C(C=C2)C#N)N3C=NC=N3. Drug 2: CS(=O)(=O)CCNCC1=CC=C(O1)C2=CC3=C(C=C2)N=CN=C3NC4=CC(=C(C=C4)OCC5=CC(=CC=C5)F)Cl. Cell line: TK-10. Synergy scores: CSS=8.90, Synergy_ZIP=-3.86, Synergy_Bliss=3.35, Synergy_Loewe=-7.24, Synergy_HSA=-1.78. (2) Drug 1: CC12CCC(CC1=CCC3C2CCC4(C3CC=C4C5=CN=CC=C5)C)O. Drug 2: C1=NNC2=C1C(=O)NC=N2. Cell line: K-562. Synergy scores: CSS=10.0, Synergy_ZIP=-4.94, Synergy_Bliss=-4.14, Synergy_Loewe=-13.5, Synergy_HSA=-4.09. (3) Drug 1: CC1C(C(CC(O1)OC2CC(OC(C2O)C)OC3=CC4=CC5=C(C(=O)C(C(C5)C(C(=O)C(C(C)O)O)OC)OC6CC(C(C(O6)C)O)OC7CC(C(C(O7)C)O)OC8CC(C(C(O8)C)O)(C)O)C(=C4C(=C3C)O)O)O)O. Drug 2: C1=NC2=C(N=C(N=C2N1C3C(C(C(O3)CO)O)F)Cl)N. Cell line: MALME-3M. Synergy scores: CSS=10.6, Synergy_ZIP=-1.22, Synergy_Bliss=-1.60, Synergy_Loewe=-0.961, Synergy_HSA=-0.569. (4) Drug 1: C1CN1P(=S)(N2CC2)N3CC3. Drug 2: CS(=O)(=O)CCNCC1=CC=C(O1)C2=CC3=C(C=C2)N=CN=C3NC4=CC(=C(C=C4)OCC5=CC(=CC=C5)F)Cl. Cell line: RPMI-8226. Synergy scores: CSS=14.6, Synergy_ZIP=0.0825, Synergy_Bliss=1.03, Synergy_Loewe=-3.29, Synergy_HSA=0.441. (5) Drug 1: C(CC(=O)O)C(=O)CN.Cl. Drug 2: CS(=O)(=O)OCCCCOS(=O)(=O)C. Cell line: BT-549. Synergy scores: CSS=16.4, Synergy_ZIP=-1.86, Synergy_Bliss=1.40, Synergy_Loewe=0.494, Synergy_HSA=2.39. (6) Drug 1: CC1=C(C=C(C=C1)NC(=O)C2=CC=C(C=C2)CN3CCN(CC3)C)NC4=NC=CC(=N4)C5=CN=CC=C5. Drug 2: C1CN1C2=NC(=NC(=N2)N3CC3)N4CC4. Cell line: COLO 205. Synergy scores: CSS=25.3, Synergy_ZIP=7.23, Synergy_Bliss=-0.375, Synergy_Loewe=-15.2, Synergy_HSA=-4.15. (7) Drug 1: C1=NC2=C(N1)C(=S)N=C(N2)N. Drug 2: CCCCC(=O)OCC(=O)C1(CC(C2=C(C1)C(=C3C(=C2O)C(=O)C4=C(C3=O)C=CC=C4OC)O)OC5CC(C(C(O5)C)O)NC(=O)C(F)(F)F)O. Cell line: SNB-19. Synergy scores: CSS=6.15, Synergy_ZIP=-3.07, Synergy_Bliss=-3.62, Synergy_Loewe=-3.70, Synergy_HSA=-3.59. (8) Drug 1: CCC1=CC2CC(C3=C(CN(C2)C1)C4=CC=CC=C4N3)(C5=C(C=C6C(=C5)C78CCN9C7C(C=CC9)(C(C(C8N6C)(C(=O)OC)O)OC(=O)C)CC)OC)C(=O)OC.C(C(C(=O)O)O)(C(=O)O)O. Drug 2: CN1C(=O)N2C=NC(=C2N=N1)C(=O)N. Cell line: SK-MEL-2. Synergy scores: CSS=56.8, Synergy_ZIP=1.15, Synergy_Bliss=3.55, Synergy_Loewe=-52.7, Synergy_HSA=1.51.